From a dataset of Catalyst prediction with 721,799 reactions and 888 catalyst types from USPTO. Predict which catalyst facilitates the given reaction. (1) Reactant: [Cl:1][C:2]1[CH:7]=[C:6]([F:8])[CH:5]=[CH:4][C:3]=1[CH:9]1[CH2:14][CH2:13][C:12](=[O:15])[CH2:11][CH2:10]1.C(N(CC)CC)C.FC(F)(F)S(O[Si:29]([CH3:32])([CH3:31])[CH3:30])(=O)=O. Product: [Cl:1][C:2]1[CH:7]=[C:6]([F:8])[CH:5]=[CH:4][C:3]=1[CH:9]1[CH2:10][CH2:11][C:12]([O:15][Si:29]([CH3:32])([CH3:31])[CH3:30])=[CH:13][CH2:14]1. The catalyst class is: 4. (2) Reactant: Cl[CH2:2][CH2:3][NH:4][C:5]([NH:7][C:8]1[CH:13]=[CH:12][C:11]([C:14]([F:17])([F:16])[F:15])=[CH:10][CH:9]=1)=[O:6].C([O-])([O-])=O.[K+].[K+]. Product: [F:15][C:14]([F:17])([F:16])[C:11]1[CH:12]=[CH:13][C:8]([N:7]2[CH2:2][CH2:3][NH:4][C:5]2=[O:6])=[CH:9][CH:10]=1. The catalyst class is: 3.